From a dataset of Full USPTO retrosynthesis dataset with 1.9M reactions from patents (1976-2016). Predict the reactants needed to synthesize the given product. Given the product [CH3:42][C:7]1[CH:2]=[C:3]([O:18][CH2:22][C:23]2[N:24]=[C:25](/[CH:28]=[CH:29]/[C:30]3[CH:35]=[CH:34][C:33]([O:36][C:37]([F:40])([F:39])[F:38])=[CH:32][CH:31]=3)[O:26][CH:27]=2)[CH:4]=[CH:5][C:6]=1[CH2:8][S:9]([CH2:11][CH2:12][N:13]1[CH:17]=[CH:16][N:15]=[N:14]1)=[O:10], predict the reactants needed to synthesize it. The reactants are: C[C:2]1[CH:7]=[C:6]([CH2:8][S:9]([CH2:11][CH2:12][N:13]2[CH:17]=[CH:16][N:15]=[N:14]2)=[O:10])[CH:5]=[CH:4][C:3]=1[OH:18].[H-].[Na+].Cl[CH2:22][C:23]1[N:24]=[C:25]([CH:28]=[CH:29][C:30]2[CH:35]=[CH:34][C:33]([O:36][C:37]([F:40])([F:39])[F:38])=[CH:32][CH:31]=2)[O:26][CH:27]=1.O.[CH3:42]N(C)C=O.